Predict the reaction yield, written as a fraction of the theoretical maximum amount of product (1.0 means a 100% yield; for example, 0.34 means a 34% yield). From a dataset of Reaction yield outcomes from USPTO patents with 853,638 reactions. The reactants are [N:1]1([CH2:7][CH2:8][CH2:9][O:10][C:11]2[CH:16]=[CH:15][C:14]([NH2:17])=[CH:13][CH:12]=2)[CH2:6][CH2:5][CH2:4][CH2:3][CH2:2]1.[F:18][C:19]1[CH:27]=[C:26]2[C:22]([C:23](=[CH:29]O)[C:24](=[O:28])[NH:25]2)=[CH:21][CH:20]=1. No catalyst specified. The product is [F:18][C:19]1[CH:27]=[C:26]2[C:22]([C:23](=[CH:29][NH:17][C:14]3[CH:13]=[CH:12][C:11]([O:10][CH2:9][CH2:8][CH2:7][N:1]4[CH2:2][CH2:3][CH2:4][CH2:5][CH2:6]4)=[CH:16][CH:15]=3)[C:24](=[O:28])[NH:25]2)=[CH:21][CH:20]=1. The yield is 0.590.